From a dataset of Full USPTO retrosynthesis dataset with 1.9M reactions from patents (1976-2016). Predict the reactants needed to synthesize the given product. (1) The reactants are: [CH3:1][C:2]1([CH3:15])[C@@H:4]2[CH2:5][C:6]3[C:10]([C@H:3]12)=[C:9]([CH3:11])[S:8][C:7]=3[C:12]([NH2:14])=O.CC[N+](S(N=C(OC)[O-])(=O)=O)(CC)CC.C(Cl)Cl.O. Given the product [CH3:1][C:2]1([CH3:15])[C@@H:4]2[CH2:5][C:6]3[C:10]([C@H:3]12)=[C:9]([CH3:11])[S:8][C:7]=3[C:12]#[N:14], predict the reactants needed to synthesize it. (2) Given the product [Cl:1][C:2]1[CH:7]=[C:6]([N+:8]([O-:10])=[O:9])[CH:5]=[CH:4][C:3]=1[O:11][CH2:13][C:14]#[N:15], predict the reactants needed to synthesize it. The reactants are: [Cl:1][C:2]1[CH:7]=[C:6]([N+:8]([O-:10])=[O:9])[CH:5]=[CH:4][C:3]=1[OH:11].Cl[CH2:13][C:14]#[N:15]. (3) Given the product [NH2:7][C:8]1[C:17]2[N:18]=[C:19]([CH2:26][CH2:27][CH2:28][CH3:29])[N:20]([CH2:21][CH2:22][CH2:23][CH2:24][NH:25][C:2](=[O:3])[O:4][CH2:5][CH3:6])[C:16]=2[C:15]2[N:14]=[CH:13][CH:12]=[CH:11][C:10]=2[N:9]=1, predict the reactants needed to synthesize it. The reactants are: Cl[C:2]([O:4][CH2:5][CH3:6])=[O:3].[NH2:7][C:8]1[C:17]2[N:18]=[C:19]([CH2:26][CH2:27][CH2:28][CH3:29])[N:20]([CH2:21][CH2:22][CH2:23][CH2:24][NH2:25])[C:16]=2[C:15]2[N:14]=[CH:13][CH:12]=[CH:11][C:10]=2[N:9]=1. (4) Given the product [C:9]([NH:19][C@H:20]([C:24]([O:6][CH2:5][CH:4]([CH2:7][O:8][C:24](=[O:26])[C@H:20]([CH:21]([CH3:22])[CH3:23])[NH:19][C:9]([O:11][CH2:12][C:13]1[CH:14]=[CH:15][CH:16]=[CH:17][CH:18]=1)=[O:10])[CH2:1][CH:2]=[CH2:3])=[O:26])[CH:21]([CH3:22])[CH3:23])([O:11][CH2:12][C:36]1[CH:37]=[CH:38][CH:39]=[CH:40][CH:41]=1)=[O:10], predict the reactants needed to synthesize it. The reactants are: [CH2:1]([CH:4]([CH2:7][OH:8])[CH2:5][OH:6])[CH:2]=[CH2:3].[C:9]([NH:19][C@H:20]([C:24]([OH:26])=O)[CH:21]([CH3:23])[CH3:22])([O:11][CH2:12][C:13]1[CH:18]=[CH:17][CH:16]=[CH:15][CH:14]=1)=[O:10].[CH2:36]1[CH2:41][CH2:40][CH:39](N=C=N[CH:36]2[CH2:41][CH2:40][CH2:39][CH2:38][CH2:37]2)[CH2:38][CH2:37]1. (5) Given the product [CH2:1]([O:8][C:9]1[CH:10]=[C:11]([C:33]2[C:45]3[C:44]4[C:39](=[CH:40][CH:41]=[CH:42][CH:43]=4)[NH:38][C:37]=3[CH:36]=[CH:35][CH:34]=2)[CH:12]=[N:13][CH:14]=1)[C:2]1[CH:7]=[CH:6][CH:5]=[CH:4][CH:3]=1, predict the reactants needed to synthesize it. The reactants are: [CH2:1]([O:8][C:9]1[CH:10]=[C:11](B(O)O)[CH:12]=[N:13][CH:14]=1)[C:2]1[CH:7]=[CH:6][CH:5]=[CH:4][CH:3]=1.C(=O)([O-])[O-].[Cs+].[Cs+].ClCCl.FC(F)(F)S(O[C:33]1[C:45]2[C:44]3[C:39](=[CH:40][CH:41]=[CH:42][CH:43]=3)[NH:38][C:37]=2[CH:36]=[CH:35][CH:34]=1)(=O)=O.